From a dataset of Reaction yield outcomes from USPTO patents with 853,638 reactions. Predict the reaction yield, written as a fraction of the theoretical maximum amount of product (1.0 means a 100% yield; for example, 0.34 means a 34% yield). (1) The reactants are C(N(CC)C(C)C)(C)C.C(O[C:13]([C@H:15]1[C@@H:20]([NH:21][CH2:22][C:23]2[CH:28]=[CH:27][C:26]([F:29])=[CH:25][CH:24]=2)[C@H:19]2[CH2:30][C@@H:16]1[CH2:17][CH2:18]2)=[O:14])C.[I:31][C:32]1[CH:47]=[CH:46][C:35]2[NH:36][C:37]([CH2:42][C:43](O)=[O:44])=[N:38][S:39](=[O:41])(=[O:40])[C:34]=2[CH:33]=1.[O-]CC.[Na+].C(O)C. The catalyst is CN(C)C=O. The product is [F:29][C:26]1[CH:25]=[CH:24][C:23]([CH2:22][N:21]2[C:43](=[O:44])[C:42]([C:37]3[NH:36][C:35]4[CH:46]=[CH:47][C:32]([I:31])=[CH:33][C:34]=4[S:39](=[O:41])(=[O:40])[N:38]=3)=[C:13]([OH:14])[C@H:15]3[C@@H:20]2[C@H:19]2[CH2:30][C@@H:16]3[CH2:17][CH2:18]2)=[CH:28][CH:27]=1. The yield is 0.490. (2) The reactants are [CH3:1][C@H:2]1[C:11]2[N:10]=[C:9]([N:12]3[CH2:17][CH2:16][O:15][CH2:14][CH2:13]3)[CH:8]=[CH:7][C:6]=2[CH2:5][N:4](C(OC(C)(C)C)=O)[CH2:3]1.C(OCC)(=O)C.[ClH:31]. No catalyst specified. The product is [ClH:31].[CH3:1][C@H:2]1[C:11]2[N:10]=[C:9]([N:12]3[CH2:17][CH2:16][O:15][CH2:14][CH2:13]3)[CH:8]=[CH:7][C:6]=2[CH2:5][NH:4][CH2:3]1. The yield is 0.780. (3) The reactants are Cl.[SH:2][C:3]([CH3:7])([CH3:6])[CH2:4][NH2:5].C(N(CC)CC)C.[C:15]1(=[O:22])[O:21][C:19](=[O:20])[CH2:18][CH2:17][CH2:16]1. The catalyst is ClCCl. The product is [CH3:6][C:3]([SH:2])([CH3:7])[CH2:4][NH:5][C:15]([CH2:16][CH2:17][CH2:18][C:19]([OH:21])=[O:20])=[O:22]. The yield is 0.670. (4) The product is [C:18]([O:17][C:15](=[O:16])[CH2:14][O:10][C:5]1[CH:6]=[CH:7][CH:8]=[CH:9][C:4]=1[N+:1]([O-:3])=[O:2])([CH3:21])([CH3:20])[CH3:19]. The catalyst is C1COCC1. The reactants are [N+:1]([C:4]1[CH:9]=[CH:8][CH:7]=[CH:6][C:5]=1[OH:10])([O-:3])=[O:2].[H-].[Na+].Br[CH2:14][C:15]([O:17][C:18]([CH3:21])([CH3:20])[CH3:19])=[O:16]. The yield is 0.990.